Task: Predict the product of the given reaction.. Dataset: Forward reaction prediction with 1.9M reactions from USPTO patents (1976-2016) Given the reactants [F:1][C:2]1[CH:3]=[C:4]([C:21]([O:23][CH3:24])=[O:22])[C:5]2[O:9][C:8]([C:10]3[CH:15]=[CH:14][C:13]([CH2:16][N:17]([CH3:19])[CH3:18])=[CH:12][CH:11]=3)=[CH:7][C:6]=2[CH:20]=1.C1C(=O)N([Cl:32])C(=O)C1.C(OCC)(=O)C, predict the reaction product. The product is: [Cl:32][C:7]1[C:6]2[CH:20]=[C:2]([F:1])[CH:3]=[C:4]([C:21]([O:23][CH3:24])=[O:22])[C:5]=2[O:9][C:8]=1[C:10]1[CH:15]=[CH:14][C:13]([CH2:16][N:17]([CH3:19])[CH3:18])=[CH:12][CH:11]=1.